Dataset: Forward reaction prediction with 1.9M reactions from USPTO patents (1976-2016). Task: Predict the product of the given reaction. (1) Given the reactants C([Mg]Br)C.[CH3:5][O:6][C:7]1[N:12]=[C:11]2[NH:13][CH:14]=[CH:15][C:10]2=[CH:9][CH:8]=1.[CH3:16][O:17][C:18]1[CH:19]=[C:20]([CH:24]=[C:25]([O:29][CH3:30])[C:26]=1[O:27][CH3:28])[C:21](Cl)=[O:22].[Cl-].[Al+3].[Cl-].[Cl-], predict the reaction product. The product is: [CH3:5][O:6][C:7]1[N:12]=[C:11]2[NH:13][CH:14]=[C:15]([C:21]([C:20]3[CH:24]=[C:25]([O:29][CH3:30])[C:26]([O:27][CH3:28])=[C:18]([O:17][CH3:16])[CH:19]=3)=[O:22])[C:10]2=[CH:9][CH:8]=1. (2) Given the reactants [CH3:1]N1C(=O)N(C)CCC1.C[Si]([N-][Si](C)(C)C)(C)C.[Na+].C1COCC1.O=[C:26]1[CH2:30][N:29]([C:31](OC(C)(C)C)=O)[C@H:28]([C:38]([O:40]C(C)(C)C)=[O:39])[CH2:27]1.CI, predict the reaction product. The product is: [CH3:1][C@@:28]1([C:38]([OH:40])=[O:39])[CH2:27][CH2:26][CH2:30][N:29]1[CH3:31].